From a dataset of Full USPTO retrosynthesis dataset with 1.9M reactions from patents (1976-2016). Predict the reactants needed to synthesize the given product. (1) Given the product [CH3:16][O:12][C:11](=[O:13])[C:10]1[CH:14]=[CH:15][C:7]([NH2:6])=[CH:8][CH:9]=1, predict the reactants needed to synthesize it. The reactants are: S(=O)(=O)(O)O.[NH2:6][C:7]1[CH:15]=[CH:14][C:10]([C:11]([OH:13])=[O:12])=[CH:9][CH:8]=1.[CH3:16]O. (2) The reactants are: [C:1]([O:5][CH3:6])(=[O:4])[CH2:2][SH:3].[CH3:7][O:8][CH2:9]CO. Given the product [C:1]([O:5][CH2:6][CH2:7][O:8][CH3:9])(=[O:4])[CH2:2][SH:3], predict the reactants needed to synthesize it. (3) Given the product [CH:1]1([CH:7]([NH:20][C:21]2[CH:22]=[CH:23][C:24]([C:27]([N:29]([CH3:37])[CH2:30][CH2:31][C:32]([OH:34])=[O:33])=[O:28])=[CH:25][CH:26]=2)[C:8]2[C:12]3[CH:13]=[CH:14][C:15]([O:17][CH3:18])=[CH:16][C:11]=3[O:10][C:9]=2[CH3:19])[CH2:6][CH2:5][CH2:4][CH2:3][CH2:2]1, predict the reactants needed to synthesize it. The reactants are: [CH:1]1([CH:7]([NH:20][C:21]2[CH:26]=[CH:25][C:24]([C:27]([N:29]([CH3:37])[CH2:30][CH2:31][C:32]([O:34]CC)=[O:33])=[O:28])=[CH:23][CH:22]=2)[C:8]2[C:12]3[CH:13]=[CH:14][C:15]([O:17][CH3:18])=[CH:16][C:11]=3[O:10][C:9]=2[CH3:19])[CH2:6][CH2:5][CH2:4][CH2:3][CH2:2]1.O1CCCC1.[OH-].[Na+]. (4) Given the product [NH2:10][C:5]1[C:6]([C:8]([NH2:9])=[O:15])=[N:7][C:2]([Cl:1])=[CH:3][CH:4]=1, predict the reactants needed to synthesize it. The reactants are: [Cl:1][C:2]1[N:7]=[C:6]([C:8]#[N:9])[C:5]([N+:10]([O-])=O)=[CH:4][CH:3]=1.N.S(S([O-])=O)([O-])=[O:15].[Na+].[Na+].